From a dataset of Catalyst prediction with 721,799 reactions and 888 catalyst types from USPTO. Predict which catalyst facilitates the given reaction. (1) Product: [NH2:3][C:2]1[S:1][C:11]2[C:6]([N:5]=1)=[CH:7][CH:8]=[C:9]([N:12]([CH3:27])[C:13]1[CH:14]=[CH:15][C:16]([F:26])=[C:17]([NH:19][C:20](=[O:25])[C:21]([F:24])([F:22])[F:23])[CH:18]=1)[N:10]=2. Reactant: [S-:1][C:2]#[N:3].[K+].[NH2:5][C:6]1[CH:7]=[CH:8][C:9]([N:12]([CH3:27])[C:13]2[CH:14]=[CH:15][C:16]([F:26])=[C:17]([NH:19][C:20](=[O:25])[C:21]([F:24])([F:23])[F:22])[CH:18]=2)=[N:10][CH:11]=1.BrBr. The catalyst class is: 15. (2) Reactant: [OH-].[Li+].CO[C:5](=[O:14])[C:6]1[CH:11]=[CH:10][C:9]([Br:12])=[CH:8][C:7]=1F.[C:15]([O:19][CH3:20])(=[O:18])[CH2:16][SH:17].Cl. Product: [CH3:20][O:19][C:15]([C:16]1[S:17][C:7]2[CH:8]=[C:9]([Br:12])[CH:10]=[CH:11][C:6]=2[C:5]=1[OH:14])=[O:18]. The catalyst class is: 18. (3) Reactant: [Cl:1][C:2]1[N:7]=[C:6]([C:8]([F:11])([F:10])[F:9])[C:5]([C:12](Cl)=[O:13])=[CH:4][N:3]=1.[NH2:15][CH2:16][CH:17]1[CH2:22][CH2:21][O:20][CH2:19][CH2:18]1.C(N(CC)CC)C. Product: [CH3:16][CH2:8][CH2:6][CH:5]([CH3:12])[CH3:4].[O:20]1[CH2:21][CH2:22][CH:17]([CH2:16][NH:15][C:12]([C:5]2[C:6]([C:8]([F:11])([F:10])[F:9])=[N:7][C:2]([Cl:1])=[N:3][CH:4]=2)=[O:13])[CH2:18][CH2:19]1. The catalyst class is: 4. (4) Reactant: ClCCl.[CH3:4][N:5]1[CH2:10][CH2:9][N:8]([C:11]([O:13][C@@H:14]2[N:23]([C:24]3[CH:25]=[CH:26][C:27]([Cl:30])=[CH:28][N:29]=3)[C:21](=[O:22])[C:16]3[N:17]=[CH:18][CH:19]=[N:20][C:15]2=3)=[O:12])[CH2:7][CH2:6]1.C(N[C@H](C([O-])=O)CC([O-])=O)(=O)C.C(=O)([O-])[O-].[K+].[K+]. Product: [CH3:4][N:5]1[CH2:10][CH2:9][N:8]([C:11]([O:13][C@@H:14]2[N:23]([C:24]3[CH:25]=[CH:26][C:27]([Cl:30])=[CH:28][N:29]=3)[C:21](=[O:22])[C:16]3[N:17]=[CH:18][CH:19]=[N:20][C:15]2=3)=[O:12])[CH2:7][CH2:6]1. The catalyst class is: 6.